Dataset: Full USPTO retrosynthesis dataset with 1.9M reactions from patents (1976-2016). Task: Predict the reactants needed to synthesize the given product. (1) Given the product [CH2:1]([O:3][C:4]1[CH:19]=[CH:18][C:7]2[CH:8]3[CH2:14][CH2:13][CH:12](/[CH:15]=[CH:16]/[CH3:17])[CH2:11][CH:9]3[O:10][C:6]=2[C:5]=1[F:20])[CH3:2], predict the reactants needed to synthesize it. The reactants are: [CH2:1]([O:3][C:4]1[CH:19]=[CH:18][C:7]2[CH:8]3[CH2:14][CH2:13][CH:12]([CH:15]=[CH:16][CH3:17])[CH2:11][CH:9]3[O:10][C:6]=2[C:5]=1[F:20])[CH3:2].[Na+].C1(S([O-])=O)C=CC=CC=1.Cl.O. (2) Given the product [F:49][C:50]([F:55])([F:54])[C:51]([OH:53])=[O:52].[NH2:8][C@H:9]([C:11]([O:13][CH2:14][CH2:15][O:16][C:17]1[CH:22]=[CH:21][C:20]([C:23]2[C:28]([C:29]#[N:30])=[C:27]([NH:31][CH3:32])[N:26]=[C:25]([S:33][CH2:34][C:35]3[N:36]=[C:37]([C:40]4[CH:41]=[CH:42][C:43]([Cl:46])=[CH:44][CH:45]=4)[S:38][CH:39]=3)[C:24]=2[C:47]#[N:48])=[CH:19][CH:18]=1)=[O:12])[CH3:10], predict the reactants needed to synthesize it. The reactants are: C(OC([NH:8][C@H:9]([C:11]([O:13][CH2:14][CH2:15][O:16][C:17]1[CH:22]=[CH:21][C:20]([C:23]2[C:28]([C:29]#[N:30])=[C:27]([NH:31][CH3:32])[N:26]=[C:25]([S:33][CH2:34][C:35]3[N:36]=[C:37]([C:40]4[CH:45]=[CH:44][C:43]([Cl:46])=[CH:42][CH:41]=4)[S:38][CH:39]=3)[C:24]=2[C:47]#[N:48])=[CH:19][CH:18]=1)=[O:12])[CH3:10])=O)(C)(C)C.[F:49][C:50]([F:55])([F:54])[C:51]([OH:53])=[O:52].